Task: Regression/Classification. Given a drug SMILES string, predict its absorption, distribution, metabolism, or excretion properties. Task type varies by dataset: regression for continuous measurements (e.g., permeability, clearance, half-life) or binary classification for categorical outcomes (e.g., BBB penetration, CYP inhibition). Dataset: rlm.. Dataset: Rat liver microsome stability data (1) The compound is CN1CC=CCCOc2cccc(c2)-c2ccnc(n2)Nc2cccc(c2)C1. The result is 1 (stable in rat liver microsomes). (2) The drug is Cc1cc(-c2nnc3n2CCCCC3)c(C)n1-c1cccc(C(F)(F)F)c1. The result is 1 (stable in rat liver microsomes). (3) The drug is O=C1CCCC2=C1C1(CCSC1)NC(Nc1nc3ccccc3o1)=N2. The result is 1 (stable in rat liver microsomes).